From a dataset of Full USPTO retrosynthesis dataset with 1.9M reactions from patents (1976-2016). Predict the reactants needed to synthesize the given product. (1) Given the product [F:20][C:3]([F:2])([F:19])[C:4]1[CH:5]=[C:6]([CH:16]=[CH:17][CH:18]=1)[CH2:7][O:8][N:9]=[C:10]1[CH2:15][CH2:14][N:13]([S:38]([C:35]2[CH:36]=[CH:37][C:32]([CH2:28][CH2:29][CH2:30][CH3:31])=[CH:33][CH:34]=2)(=[O:40])=[O:39])[CH2:12][CH2:11]1, predict the reactants needed to synthesize it. The reactants are: Cl.[F:2][C:3]([F:20])([F:19])[C:4]1[CH:5]=[C:6]([CH:16]=[CH:17][CH:18]=1)[CH2:7][O:8][N:9]=[C:10]1[CH2:15][CH2:14][NH:13][CH2:12][CH2:11]1.C(N(CC)CC)C.[CH2:28]([C:32]1[CH:37]=[CH:36][C:35]([S:38](Cl)(=[O:40])=[O:39])=[CH:34][CH:33]=1)[CH2:29][CH2:30][CH3:31].C([O-])(O)=O.[Na+]. (2) Given the product [CH3:25][O:24][C:7]1[CH:6]=[CH:5][C:4]2[N:3]=[C:2]([NH:26][C:27]3[CH:41]=[CH:40][C:30]4[O:31][CH2:32][C:33]([NH:35][CH2:36][CH2:37][CH2:38][OH:39])=[N:34][C:29]=4[CH:28]=3)[C:11]3=[N:12][NH:13][CH:14]=[C:10]3[C:9]=2[CH:8]=1, predict the reactants needed to synthesize it. The reactants are: Cl[C:2]1[C:11]2=[N:12][N:13](CC3C=CC(OC)=CC=3)[CH:14]=[C:10]2[C:9]2[CH:8]=[C:7]([O:24][CH3:25])[CH:6]=[CH:5][C:4]=2[N:3]=1.[NH2:26][C:27]1[CH:41]=[CH:40][C:30]2[O:31][CH2:32][C:33]([NH:35][CH2:36][CH2:37][CH2:38][OH:39])=[N:34][C:29]=2[CH:28]=1.Cl. (3) The reactants are: C[C:2]1[C:3](C)=[C:4]([C:16]#[C:17]CO)[CH:5]=[CH:6][C:7]=1[C:8](=[O:15])[C:9]1[CH:14]=[CH:13][CH:12]=[CH:11][CH:10]=1.[OH-].[Na+]. Given the product [C:8]([C:7]1[CH:2]=[CH:3][C:4]([C:16]#[CH:17])=[CH:5][CH:6]=1)(=[O:15])[C:9]1[CH:10]=[CH:11][CH:12]=[CH:13][CH:14]=1, predict the reactants needed to synthesize it. (4) The reactants are: [OH-].[Li+].[CH3:3][C:4]1([CH3:27])[O:8][C:7](=[O:9])[N:6]([C:10]2[CH:19]=[CH:18][C:13]([C:14]([O:16]C)=[O:15])=[C:12]([CH3:20])[CH:11]=2)[C@H:5]1[C:21]1[CH:26]=[CH:25][CH:24]=[CH:23][CH:22]=1.O.Cl. Given the product [CH3:3][C:4]1([CH3:27])[O:8][C:7](=[O:9])[N:6]([C:10]2[CH:19]=[CH:18][C:13]([C:14]([OH:16])=[O:15])=[C:12]([CH3:20])[CH:11]=2)[C@H:5]1[C:21]1[CH:26]=[CH:25][CH:24]=[CH:23][CH:22]=1, predict the reactants needed to synthesize it. (5) The reactants are: [CH3:1][N:2]1[CH2:15][CH2:14][C:5]2[NH:6][C:7]3[CH:8]=[CH:9][C:10]([CH3:13])=[CH:11][C:12]=3[C:4]=2[CH2:3]1.[F:16][C:17]([F:32])([F:31])[C:18]1[N:23]=[CH:22][C:21](/[CH:24]=[CH:25]\[C:26]([O:28][CH2:29][CH3:30])=[O:27])=[CH:20][CH:19]=1.[OH-].[K+]. Given the product [F:31][C:17]([F:16])([F:32])[C:18]1[N:23]=[CH:22][C:21]([CH2:24][CH:25]([N:6]2[C:7]3[CH:8]=[CH:9][C:10]([CH3:13])=[CH:11][C:12]=3[C:4]3[CH2:3][N:2]([CH3:1])[CH2:15][CH2:14][C:5]2=3)[C:26]([O:28][CH2:29][CH3:30])=[O:27])=[CH:20][CH:19]=1, predict the reactants needed to synthesize it.